Dataset: Forward reaction prediction with 1.9M reactions from USPTO patents (1976-2016). Task: Predict the product of the given reaction. (1) Given the reactants [CH2:1]([C:5]1[CH:10]=[CH:9][C:8]([C:11]#[C:12][C:13]2[CH:39]=[CH:38][C:16]([CH2:17][N:18]([CH2:25][C:26]3[CH:37]=[CH:36][C:29]([O:30][CH2:31][C:32]([O:34]C)=[O:33])=[CH:28][CH:27]=3)[C:19](=[O:24])[CH2:20][CH2:21][C:22]#[CH:23])=[CH:15][CH:14]=2)=[CH:7][CH:6]=1)[CH2:2][CH2:3][CH3:4].[OH-].[Na+], predict the reaction product. The product is: [CH2:1]([C:5]1[CH:6]=[CH:7][C:8]([C:11]#[C:12][C:13]2[CH:14]=[CH:15][C:16]([CH2:17][N:18]([CH2:25][C:26]3[CH:37]=[CH:36][C:29]([O:30][CH2:31][C:32]([OH:34])=[O:33])=[CH:28][CH:27]=3)[C:19](=[O:24])[CH2:20][CH2:21][C:22]#[CH:23])=[CH:38][CH:39]=2)=[CH:9][CH:10]=1)[CH2:2][CH2:3][CH3:4]. (2) Given the reactants C(OC([N:8]1[CH2:14][CH2:13][CH2:12][N:11]([C:15]2[N:19]([CH:20]=[CH2:21])[C:18]3[CH:22]=[CH:23][CH:24]=[CH:25][C:17]=3[N:16]=2)[CH2:10][CH2:9]1)=O)(C)(C)C.[IH:26], predict the reaction product. The product is: [IH:26].[IH:26].[N:11]1([C:15]2[N:19]([CH:20]=[CH2:21])[C:18]3[CH:22]=[CH:23][CH:24]=[CH:25][C:17]=3[N:16]=2)[CH2:12][CH2:13][CH2:14][NH:8][CH2:9][CH2:10]1. (3) The product is: [CH3:24][S:25]([O:10][CH2:9][C:8]([CH3:12])([CH3:11])[CH2:7][O:6][C:5]1[CH:13]=[C:14]([CH3:15])[C:2]([Br:1])=[C:3]([CH3:16])[CH:4]=1)(=[O:27])=[O:26]. Given the reactants [Br:1][C:2]1[C:14]([CH3:15])=[CH:13][C:5]([O:6][CH2:7][C:8]([CH3:12])([CH3:11])[CH2:9][OH:10])=[CH:4][C:3]=1[CH3:16].C(N(CC)CC)C.[CH3:24][S:25](Cl)(=[O:27])=[O:26], predict the reaction product.